From a dataset of Reaction yield outcomes from USPTO patents with 853,638 reactions. Predict the reaction yield, written as a fraction of the theoretical maximum amount of product (1.0 means a 100% yield; for example, 0.34 means a 34% yield). (1) The reactants are [O-]P([O-])([O-])=O.[K+].[K+].[K+].[F:9][C:10]1[CH:15]=[C:14]([F:16])[CH:13]=[CH:12][C:11]=1B1OC(C)(C)C(C)(C)O1.I[C:27]1[C:35]2[C:30](=[CH:31][CH:32]=[C:33]([C:36]3[S:37][C:38]([S:41]([CH3:44])(=[O:43])=[O:42])=[N:39][N:40]=3)[CH:34]=2)[N:29]([S:45]([C:48]2[CH:54]=[CH:53][C:51]([CH3:52])=[CH:50][CH:49]=2)(=[O:47])=[O:46])[CH:28]=1. The catalyst is CC(P(C(C)(C)C)C1C=CC(N(C)C)=CC=1)(C)C.CC(P(C(C)(C)C)C1C=CC(N(C)C)=CC=1)(C)C.Cl[Pd]Cl.CC(O)C.O. The product is [F:9][C:10]1[CH:15]=[C:14]([F:16])[CH:13]=[CH:12][C:11]=1[C:27]1[C:35]2[C:30](=[CH:31][CH:32]=[C:33]([C:36]3[S:37][C:38]([S:41]([CH3:44])(=[O:43])=[O:42])=[N:39][N:40]=3)[CH:34]=2)[N:29]([S:45]([C:48]2[CH:54]=[CH:53][C:51]([CH3:52])=[CH:50][CH:49]=2)(=[O:47])=[O:46])[CH:28]=1. The yield is 0.374. (2) The reactants are Br[C:2]1[CH:3]=[C:4]2[C:9](=[CH:10][CH:11]=1)[C:8]([C:12]([F:15])([F:14])[F:13])=[C:7]([O:16][C@H:17]1[CH2:22][CH2:21][C@H:20]([C:23]([CH3:26])([CH3:25])[CH3:24])[CH2:19][CH2:18]1)[CH:6]=[CH:5]2.[Li]CCCC.CN([CH:35]=[O:36])C.[NH4+].[Cl-]. The catalyst is C1COCC1. The product is [C:23]([C@H:20]1[CH2:21][CH2:22][C@H:17]([O:16][C:7]2[C:8]([C:12]([F:14])([F:15])[F:13])=[C:9]3[C:4](=[CH:5][CH:6]=2)[CH:3]=[C:2]([CH:35]=[O:36])[CH:11]=[CH:10]3)[CH2:18][CH2:19]1)([CH3:25])([CH3:26])[CH3:24]. The yield is 0.700. (3) The reactants are [CH3:1][O:2][CH2:3][CH2:4][NH:5][C:6]1[N:7]=[CH:8][C:9]2[CH:15]=[CH:14][C:13]([CH3:16])=[N:12][C:10]=2[N:11]=1.C1C(=O)N([Br:24])C(=O)C1. The catalyst is C1COCC1. The product is [Br:24][C:14]1[C:13]([CH3:16])=[N:12][C:10]2[N:11]=[C:6]([NH:5][CH2:4][CH2:3][O:2][CH3:1])[N:7]=[CH:8][C:9]=2[CH:15]=1. The yield is 0.260. (4) The reactants are [Br:1][C:2]1[CH:3]=[C:4]([C:17]([NH:20][C:21]2[CH:26]=[CH:25][C:24]([I:27])=[CH:23][C:22]=2[F:28])=[CH:18][N:19]=1)[C:5]([NH:7][O:8][CH2:9][C@H:10]1[CH2:14]OC(C)(C)[O:11]1)=[O:6].FC(F)(F)[C:31](O)=[O:32].CCOC(C)=O. The catalyst is ClCCl. The product is [Br:1][C:2]1[CH:3]=[C:4]([C:17]([NH:20][C:21]2[CH:26]=[CH:25][C:24]([I:27])=[CH:23][C:22]=2[F:28])=[CH:18][N:19]=1)[C:5]([NH:7][O:8][CH2:9][CH:10]([OH:11])[CH2:14][CH2:31][OH:32])=[O:6]. The yield is 0.560. (5) The reactants are [CH:1]1([N:4]2[C:13]3[C:8](=[C:9]([NH:18][C:19](=[O:24])[C:20]([F:23])([F:22])[F:21])[C:10]([F:17])=[C:11](F)[C:12]=3[O:14][CH3:15])[C:7](=[O:25])[C:6]([C:26]#[N:27])=[CH:5]2)[CH2:3][CH2:2]1.[N:28]1[CH:33]=[CH:32][CH:31]=[CH:30][C:29]=1[NH:34][CH2:35][CH2:36][NH2:37].C(N(CC)CC)C. The catalyst is CS(C)=O. The product is [CH:1]1([N:4]2[C:13]3[C:8](=[C:9]([NH:18][C:19](=[O:24])[C:20]([F:23])([F:22])[F:21])[C:10]([F:17])=[C:11]([NH:37][CH2:36][CH2:35][NH:34][C:29]4[CH:30]=[CH:31][CH:32]=[CH:33][N:28]=4)[C:12]=3[O:14][CH3:15])[C:7](=[O:25])[C:6]([C:26]#[N:27])=[CH:5]2)[CH2:2][CH2:3]1. The yield is 0.420. (6) The reactants are [NH2:1][C:2]1[NH:6][N:5]=[C:4]([CH3:7])[C:3]=1[C:8]1[S:9][C:10]2[CH:16]=[C:15]([S:17](Cl)(=[O:19])=[O:18])[CH:14]=[CH:13][C:11]=2[N:12]=1.[S:21]1[CH:25]=[CH:24][CH:23]=[C:22]1[CH2:26][CH2:27][NH2:28].CN1CCOCC1. The catalyst is C(Cl)(Cl)Cl. The product is [S:21]1[CH:25]=[CH:24][CH:23]=[C:22]1[CH2:26][CH2:27][NH:28][S:17]([C:15]1[CH:14]=[CH:13][C:11]2[N:12]=[C:8]([C:3]3[C:4]([CH3:7])=[N:5][NH:6][C:2]=3[NH2:1])[S:9][C:10]=2[CH:16]=1)(=[O:19])=[O:18]. The yield is 0.0800. (7) The reactants are CC[O-].[Na+].[O:5]=[C:6]([CH3:13])[CH2:7][C:8]([O:10][CH2:11][CH3:12])=[O:9].Br[CH2:15][CH2:16][CH:17]([CH3:19])[CH3:18]. No catalyst specified. The product is [C:6]([CH:7]([CH2:15][CH2:16][CH:17]([CH3:19])[CH3:18])[C:8]([O:10][CH2:11][CH3:12])=[O:9])(=[O:5])[CH3:13]. The yield is 0.670. (8) The reactants are [Br:1][C:2]1[C:3]([NH:19][C:20]2[CH:24]=[C:23]([CH3:25])[NH:22][N:21]=2)=[N:4][C:5]([NH:8][CH2:9][C:10]2[O:14][N:13]=[C:12]([C:15](OC)=[O:16])[CH:11]=2)=[N:6][CH:7]=1.[NH3:26]. No catalyst specified. The product is [Br:1][C:2]1[C:3]([NH:19][C:20]2[CH:24]=[C:23]([CH3:25])[NH:22][N:21]=2)=[N:4][C:5]([NH:8][CH2:9][C:10]2[O:14][N:13]=[C:12]([C:15](=[O:16])[NH2:26])[CH:11]=2)=[N:6][CH:7]=1. The yield is 0.760. (9) The reactants are [Br:1][C:2]1[S:6][C:5]([NH:7][C:8]([NH:10]C(=O)C(Cl)(Cl)Cl)=[O:9])=[C:4]([C:17]([O:19][CH3:20])=[O:18])[CH:3]=1.N. The catalyst is CO. The product is [NH2:10][C:8]([NH:7][C:5]1[S:6][C:2]([Br:1])=[CH:3][C:4]=1[C:17]([O:19][CH3:20])=[O:18])=[O:9]. The yield is 1.00.